Dataset: Peptide-MHC class I binding affinity with 185,985 pairs from IEDB/IMGT. Task: Regression. Given a peptide amino acid sequence and an MHC pseudo amino acid sequence, predict their binding affinity value. This is MHC class I binding data. (1) The peptide sequence is SSNVANYQK. The MHC is BoLA-T2a with pseudo-sequence BoLA-T2a. The binding affinity (normalized) is 0.451. (2) The peptide sequence is LTFGWCFKL. The MHC is HLA-A02:19 with pseudo-sequence HLA-A02:19. The binding affinity (normalized) is 0.388. (3) The peptide sequence is VLSDFKTWLK. The MHC is Patr-A0101 with pseudo-sequence Patr-A0101. The binding affinity (normalized) is 0.595. (4) The peptide sequence is STNLCTHSFR. The MHC is HLA-A68:01 with pseudo-sequence HLA-A68:01. The binding affinity (normalized) is 0.832. (5) The peptide sequence is EIKNRDKIV. The MHC is HLA-A03:01 with pseudo-sequence HLA-A03:01. The binding affinity (normalized) is 0. (6) The peptide sequence is LAPNPNRFV. The MHC is Mamu-B03 with pseudo-sequence Mamu-B03. The binding affinity (normalized) is 0.